This data is from hERG potassium channel inhibition data for cardiac toxicity prediction from Karim et al.. The task is: Regression/Classification. Given a drug SMILES string, predict its toxicity properties. Task type varies by dataset: regression for continuous values (e.g., LD50, hERG inhibition percentage) or binary classification for toxic/non-toxic outcomes (e.g., AMES mutagenicity, cardiotoxicity, hepatotoxicity). Dataset: herg_karim. (1) The molecule is CCOc1cc2nccc(Oc3cnc(CC(=O)Nc4n[nH]c(CC)c4C)c(OC)c3)c2cc1OC. The result is 0 (non-blocker). (2) The result is 0 (non-blocker). The molecule is COc1cccnc1C(=O)N1CCN(c2ccc(NC(=O)C(C)(C)c3ccccc3)cc2Cl)CC1. (3) The molecule is Fc1ccc(-c2cnn(Cc3cc[nH]n3)c2)cc1OC(F)F. The result is 0 (non-blocker). (4) The molecule is O=C(C=Cc1ccc2c(c1)CN(C(=O)Cc1ccccc1)C2)NO. The result is 0 (non-blocker).